This data is from Catalyst prediction with 721,799 reactions and 888 catalyst types from USPTO. The task is: Predict which catalyst facilitates the given reaction. (1) Reactant: [C:1]([O:5][C:6]([N:8]1[CH2:14][CH2:13][CH2:12][N:11]2[N:15]=[C:16]([C:18]([OH:20])=O)[CH:17]=[C:10]2[CH2:9]1)=[O:7])([CH3:4])([CH3:3])[CH3:2].Cl.[CH:22]12[NH:30][CH:26]([CH2:27][CH2:28][CH2:29]1)[CH2:25][CH:24]([C:31]([O:33]CC)=[O:32])[CH2:23]2.CN(C(ON1N=NC2C=CC=NC1=2)=[N+](C)C)C.F[P-](F)(F)(F)(F)F.CCN(C(C)C)C(C)C. Product: [C:1]([O:5][C:6]([N:8]1[CH2:14][CH2:13][CH2:12][N:11]2[N:15]=[C:16]([C:18]([N:30]3[CH:22]4[CH2:29][CH2:28][CH2:27][CH:26]3[CH2:25][CH:24]([C:31]([OH:33])=[O:32])[CH2:23]4)=[O:20])[CH:17]=[C:10]2[CH2:9]1)=[O:7])([CH3:2])([CH3:3])[CH3:4]. The catalyst class is: 3. (2) Reactant: C([O:8][C:9]1[CH:14]=[CH:13][N:12]([CH2:15][CH:16]([NH:31][C:32]([N:34]2[CH2:39][CH2:38][CH:37]([N:40]3[CH2:49][C:48]4[C:43](=[CH:44][CH:45]=[CH:46][CH:47]=4)[NH:42][C:41]3=[O:50])[CH2:36][CH2:35]2)=[O:33])[C:17]([N:19]2[CH2:24][CH2:23][CH:22]([N:25]3[CH2:30][CH2:29][CH2:28][CH2:27][CH2:26]3)[CH2:21][CH2:20]2)=[O:18])[C:11](=[O:51])[CH:10]=1)C1C=CC=CC=1. Product: [N:25]1([CH:22]2[CH2:23][CH2:24][N:19]([C:17](=[O:18])[CH:16]([NH:31][C:32]([N:34]3[CH2:35][CH2:36][CH:37]([N:40]4[CH2:49][C:48]5[C:43](=[CH:44][CH:45]=[CH:46][CH:47]=5)[NH:42][C:41]4=[O:50])[CH2:38][CH2:39]3)=[O:33])[CH2:15][N:12]3[CH:13]=[CH:14][C:9]([OH:8])=[CH:10][C:11]3=[O:51])[CH2:20][CH2:21]2)[CH2:26][CH2:27][CH2:28][CH2:29][CH2:30]1. The catalyst class is: 43. (3) Reactant: [C:1]1(B(O)O)[C:10]2[C:5](=[CH:6][CH:7]=[CH:8][CH:9]=2)[CH:4]=[CH:3][CH:2]=1.Br[C:15]1[CH:19]=[CH:18][S:17][C:16]=1[CH:20]=[O:21].C(=O)([O-])[O-].[Na+].[Na+].COCCOC. Product: [C:1]1([C:15]2[CH:19]=[CH:18][S:17][C:16]=2[CH:20]=[O:21])[C:10]2[C:5](=[CH:6][CH:7]=[CH:8][CH:9]=2)[CH:4]=[CH:3][CH:2]=1. The catalyst class is: 103. (4) Reactant: [F:1][C:2]1[CH:7]=[C:6](F)[CH:5]=[CH:4][C:3]=1[S:9]([NH2:12])(=[O:11])=[O:10].[NH2:13][NH2:14]. Product: [F:1][C:2]1[CH:7]=[C:6]([NH:13][NH2:14])[CH:5]=[CH:4][C:3]=1[S:9]([NH2:12])(=[O:11])=[O:10]. The catalyst class is: 10.